Predict the product of the given reaction. From a dataset of Forward reaction prediction with 1.9M reactions from USPTO patents (1976-2016). (1) The product is: [F:32][C:33]1[CH:38]=[CH:37][C:36]([CH:39]([C:40]2[CH:45]=[CH:44][C:43]([F:46])=[CH:42][CH:41]=2)[S:47][CH2:48][CH2:49][N:54]2[CH2:55][CH2:56][N:51]([CH2:57][CH:58]([OH:60])[CH3:59])[CH2:52][CH2:53]2)=[CH:35][CH:34]=1. Given the reactants C(SCCN1CCN(CCCC2C=CC=CC=2)CC1)(C1C=CC=CC=1)C1C=CC=CC=1.[F:32][C:33]1[CH:38]=[CH:37][C:36]([CH:39]([S:47][CH2:48][CH2:49]Br)[C:40]2[CH:45]=[CH:44][C:43]([F:46])=[CH:42][CH:41]=2)=[CH:35][CH:34]=1.[N:51]1([CH2:57][CH:58]([OH:60])[CH3:59])[CH2:56][CH2:55][NH:54][CH2:53][CH2:52]1, predict the reaction product. (2) Given the reactants Cl[CH2:2][C:3]([C:5]1[CH:10]=[CH:9][CH:8]=[CH:7][CH:6]=1)=[O:4].[C:11]([O-])(=[S:13])[CH3:12].[K+], predict the reaction product. The product is: [C:11]([CH2:2][C:3]([C:5]1[CH:10]=[CH:9][CH:8]=[CH:7][CH:6]=1)=[O:4])(=[S:13])[CH3:12]. (3) Given the reactants B(Br)(Br)Br.[Br:5][C:6]1[C:15]([F:16])=[CH:14][C:9]([C:10]([O:12][CH3:13])=[O:11])=[C:8]([O:17]C)[CH:7]=1, predict the reaction product. The product is: [Br:5][C:6]1[C:15]([F:16])=[CH:14][C:9]([C:10]([O:12][CH3:13])=[O:11])=[C:8]([OH:17])[CH:7]=1.